From a dataset of Reaction yield outcomes from USPTO patents with 853,638 reactions. Predict the reaction yield, written as a fraction of the theoretical maximum amount of product (1.0 means a 100% yield; for example, 0.34 means a 34% yield). (1) The reactants are [NH2:1][C:2]1[CH:3]=[C:4]([CH3:17])[CH:5]=[C:6]2[C:10]=1[NH:9][C:8]([C:11]1[CH:16]=[CH:15][CH:14]=[CH:13][N:12]=1)=[CH:7]2.[C:18]1(=O)[CH2:22][CH2:21][CH2:20][CH2:19]1.ClC(Cl)C.[BH-](OC(C)=O)(OC(C)=O)OC(C)=O.[Na+]. The catalyst is C([O-])(O)=O.[Na+]. The product is [CH:18]1([NH:1][C:2]2[CH:3]=[C:4]([CH3:17])[CH:5]=[C:6]3[C:10]=2[NH:9][C:8]([C:11]2[CH:16]=[CH:15][CH:14]=[CH:13][N:12]=2)=[CH:7]3)[CH2:22][CH2:21][CH2:20][CH2:19]1. The yield is 0.580. (2) The reactants are [Cl:1][C:2]1[N:10]=[C:9]([F:11])[N:8]=[C:7]2[C:3]=1[N:4]=[CH:5][NH:6]2.[CH3:12][CH:13](O)[CH3:14].C1C=CC(P(C2C=CC=CC=2)C2C=CC=CC=2)=CC=1.CCOC(/N=N/C(OCC)=O)=O. No catalyst specified. The product is [Cl:1][C:2]1[N:10]=[C:9]([F:11])[N:8]=[C:7]2[C:3]=1[N:4]=[CH:5][N:6]2[CH:13]([CH3:14])[CH3:12]. The yield is 0.640.